From a dataset of Forward reaction prediction with 1.9M reactions from USPTO patents (1976-2016). Predict the product of the given reaction. (1) Given the reactants Br[C:2]1[CH:3]=[C:4]([C:8]2[CH2:12][CH2:11][N:10]([C:13]([C:15]3[CH:20]=[CH:19][CH:18]=[C:17]([F:21])[CH:16]=3)=[O:14])[N:9]=2)[CH:5]=[CH:6][CH:7]=1.C[C:23]([N:25](C)C)=O, predict the reaction product. The product is: [F:21][C:17]1[CH:16]=[C:15]([CH:20]=[CH:19][CH:18]=1)[C:13]([N:10]1[CH2:11][CH2:12][C:8]([C:4]2[CH:3]=[C:2]([CH:7]=[CH:6][CH:5]=2)[C:23]#[N:25])=[N:9]1)=[O:14]. (2) The product is: [CH2:17]([O:24][C:25]1[CH:30]=[CH:29][C:28]([CH:31]2[CH2:36][CH2:35][N:34]([CH:2]3[CH2:6][CH2:5][N:4]([CH2:7][C:8]4[CH:13]=[CH:12][C:11]([CH3:14])=[C:10]([F:15])[CH:9]=4)[C:3]3=[O:16])[CH2:33][C:32]2([F:38])[F:37])=[CH:27][CH:26]=1)[C:18]1[CH:19]=[CH:20][CH:21]=[CH:22][CH:23]=1. Given the reactants Br[CH:2]1[CH2:6][CH2:5][N:4]([CH2:7][C:8]2[CH:13]=[CH:12][C:11]([CH3:14])=[C:10]([F:15])[CH:9]=2)[C:3]1=[O:16].[CH2:17]([O:24][C:25]1[CH:30]=[CH:29][C:28]([CH:31]2[CH2:36][CH2:35][NH:34][CH2:33][C:32]2([F:38])[F:37])=[CH:27][CH:26]=1)[C:18]1[CH:23]=[CH:22][CH:21]=[CH:20][CH:19]=1.C(N(CC)CC)C, predict the reaction product.